This data is from Reaction yield outcomes from USPTO patents with 853,638 reactions. The task is: Predict the reaction yield, written as a fraction of the theoretical maximum amount of product (1.0 means a 100% yield; for example, 0.34 means a 34% yield). (1) The reactants are [NH2:1][C:2]1[CH:7]=[CH:6][C:5]([OH:8])=[C:4]([C:9]2[N:13]([CH3:14])[N:12]=[CH:11][CH:10]=2)[CH:3]=1.Br[CH2:16][CH2:17][NH:18][C:19](=[O:25])[O:20][C:21]([CH3:24])([CH3:23])[CH3:22].C(=O)([O-])[O-].[K+].[K+]. The catalyst is CC(C)=O. The product is [NH2:1][C:2]1[CH:7]=[CH:6][C:5]([O:8][CH2:16][CH2:17][NH:18][C:19](=[O:25])[O:20][C:21]([CH3:24])([CH3:23])[CH3:22])=[C:4]([C:9]2[N:13]([CH3:14])[N:12]=[CH:11][CH:10]=2)[CH:3]=1. The yield is 0.444. (2) The yield is 0.990. No catalyst specified. The product is [C:9]([O:13][C:14](=[O:28])[NH:15][C@@H:16]([C:19]([CH3:27])([CH3:26])[O:20][SiH2:21][C:22]([CH3:25])([CH3:24])[CH3:23])[CH2:17][O:8][C:6]1[CH:5]=[N:4][CH:3]=[C:2]([Br:1])[CH:7]=1)([CH3:12])([CH3:10])[CH3:11]. The reactants are [Br:1][C:2]1[CH:3]=[N:4][CH:5]=[C:6]([OH:8])[CH:7]=1.[C:9]([O:13][C:14](=[O:28])[NH:15][C@@H:16]([C:19]([CH3:27])([CH3:26])[O:20][SiH2:21][C:22]([CH3:25])([CH3:24])[CH3:23])[CH2:17]O)([CH3:12])([CH3:11])[CH3:10].C1C=CC(P(C2C=CC=CC=2)C2C=CC=CC=2)=CC=1.CCOC(/N=N/C(OCC)=O)=O. (3) The reactants are [C:1]([C:4]12[CH2:13][CH:8]3[CH2:9][CH:10]([CH2:12][CH:6]([N:7]3C(OC(C)(C)C)=O)[CH2:5]1)[CH2:11]2)(=[O:3])[NH2:2].C(OC(=O)C(F)(F)F)(=O)C. The catalyst is C(Cl)Cl. The product is [CH:6]12[CH2:5][C:4]3([C:1]([NH2:2])=[O:3])[CH2:11][CH:10]([CH2:9][CH:8]([CH2:13]3)[NH:7]1)[CH2:12]2. The yield is 0.900. (4) The reactants are [CH3:1][C:2]1[C:10](=[O:11])[CH2:9][CH2:8][C:7]2([CH3:12])[C:3]=1[CH2:4][CH2:5][C:6]12[O:16][CH2:15][CH2:14][O:13]1.[Li].[CH3:18]I.O. The catalyst is O1CCCC1.N. The product is [CH3:1][C:2]1([CH3:18])[C:10](=[O:11])[CH2:9][CH2:8][C@:7]2([CH3:12])[C@H:3]1[CH2:4][CH2:5][C:6]12[O:13][CH2:14][CH2:15][O:16]1. The yield is 0.530. (5) The reactants are [Cl:1][C:2]1[CH:7]=[CH:6][CH:5]=[CH:4][C:3]=1[C:8]1[C:9]([C:20]([OH:22])=O)=[CH:10][N:11]([C:13]2[CH:18]=[CH:17][N:16]=[C:15]([Cl:19])[CH:14]=2)[CH:12]=1.N.C[N:25](C(ON1N=NC2C=CC=CC1=2)=[N+](C)C)C.[B-](F)(F)(F)F.CCN(C(C)C)C(C)C. The catalyst is C(Cl)Cl.O. The product is [Cl:1][C:2]1[CH:7]=[CH:6][CH:5]=[CH:4][C:3]=1[C:8]1[C:9]([C:20]([NH2:25])=[O:22])=[CH:10][N:11]([C:13]2[CH:18]=[CH:17][N:16]=[C:15]([Cl:19])[CH:14]=2)[CH:12]=1. The yield is 0.790.